Task: Predict the reactants needed to synthesize the given product.. Dataset: Full USPTO retrosynthesis dataset with 1.9M reactions from patents (1976-2016) (1) Given the product [F:1][C:2]1[CH:7]=[CH:6][CH:5]=[CH:4][C:3]=1[NH:43][C:44]1[CH:56]=[C:55]([CH2:57][CH2:58][C:59]2[CH:60]=[CH:61][CH:62]=[CH:63][CH:64]=2)[CH:54]=[CH:53][C:45]=1[C:46]([O:48][C:49]([CH3:52])([CH3:51])[CH3:50])=[O:47], predict the reactants needed to synthesize it. The reactants are: [F:1][C:2]1[CH:7]=[CH:6][CH:5]=[CH:4][C:3]=1I.C1(P(C2CCCCC2)C2C=CC=CC=2C2C(C(C)C)=CC(C(C)C)=CC=2C(C)C)CCCCC1.[NH2:43][C:44]1[CH:56]=[C:55]([CH2:57][CH2:58][C:59]2[CH:64]=[CH:63][CH:62]=[CH:61][CH:60]=2)[CH:54]=[CH:53][C:45]=1[C:46]([O:48][C:49]([CH3:52])([CH3:51])[CH3:50])=[O:47].C(=O)([O-])[O-].[Cs+].[Cs+].Cl. (2) Given the product [NH2:19][C:16]1[CH:17]=[CH:18][C:13]([CH:7]([CH:1]2[CH2:6][CH2:5][CH2:4][CH2:3][CH2:2]2)[C:8]([O:10][CH2:11][CH3:12])=[O:9])=[CH:14][C:15]=1[F:22], predict the reactants needed to synthesize it. The reactants are: [CH:1]1([CH:7]([C:13]2[CH:18]=[CH:17][C:16]([N+:19]([O-])=O)=[C:15]([F:22])[CH:14]=2)[C:8]([O:10][CH2:11][CH3:12])=[O:9])[CH2:6][CH2:5][CH2:4][CH2:3][CH2:2]1. (3) The reactants are: [Cl:1][C:2]1[CH:10]=[CH:9][C:8]([S:11](Cl)(=[O:13])=[O:12])=[CH:7][C:3]=1[C:4](Cl)=[O:5].[CH2:15]1[NH:20][CH2:19][CH2:18][N:17]2[CH2:21][CH2:22][CH2:23][C@H:16]12.C(=O)([O-])[O-].[Na+].[Na+].[F:30][C:31]([F:40])([F:39])[C:32]1[CH:38]=[CH:37][C:35]([NH2:36])=[CH:34][CH:33]=1. Given the product [Cl:1][C:2]1[CH:10]=[CH:9][C:8]([S:11]([NH:36][C:35]2[CH:37]=[CH:38][C:32]([C:31]([F:30])([F:39])[F:40])=[CH:33][CH:34]=2)(=[O:13])=[O:12])=[CH:7][C:3]=1[C:4]([N:20]1[CH2:19][CH2:18][N:17]2[CH2:21][CH2:22][CH2:23][C@@H:16]2[CH2:15]1)=[O:5], predict the reactants needed to synthesize it. (4) Given the product [ClH:14].[ClH:28].[CH3:19][O:20][CH2:21][CH2:22][N:23]([CH2:24][CH2:25][O:26][CH3:27])[C:36](=[O:44])[CH2:37][N:38]1[CH2:43][CH2:42][NH:41][CH2:40][CH2:39]1, predict the reactants needed to synthesize it. The reactants are: C(OC(N1CCNCC1)=O)(C)(C)C.[Cl:14]CC(Cl)=O.[CH3:19][O:20][CH2:21][CH2:22][NH:23][CH2:24][CH2:25][O:26][CH3:27].[ClH:28].Cl.COCC(N[C:36](=[O:44])[CH2:37][N:38]1[CH2:43][CH2:42][NH:41][CH2:40][CH2:39]1)C. (5) Given the product [Br:9][C:6]1[CH:7]=[CH:2][C:3]2[N:14]=[C:13]([N:21]3[CH2:26][CH2:25][CH2:24][CH2:23][C@H:22]3[C:27]([O:29][CH3:30])=[O:28])[O:12][C:4]=2[CH:5]=1, predict the reactants needed to synthesize it. The reactants are: Br[C:2]1[C:3](=O)[C:4](Br)=[CH:5][C:6]([Br:9])(Br)[CH:7]=1.[O:12]1C2C=CC=CC=2[N:14]=[C:13]1[N:21]1[CH2:26][CH2:25][CH2:24][CH2:23][C@H:22]1[C:27]([O:29][CH3:30])=[O:28]. (6) Given the product [Br:1][CH2:14][C:13]([C:12]1[CH:11]=[N:10][N:7]2[CH:8]=[CH:9][C:4]([Br:3])=[CH:5][C:6]=12)=[O:15], predict the reactants needed to synthesize it. The reactants are: [Br:1]Br.[Br:3][C:4]1[CH:9]=[CH:8][N:7]2[N:10]=[CH:11][C:12]([C:13](=[O:15])[CH3:14])=[C:6]2[CH:5]=1. (7) The reactants are: [F:1][C:2]([F:32])([F:31])[C:3]1[CH:8]=[C:7]([C:9]([NH:11][NH:12][C:13]([C:15]2[CH:20]=[CH:19][C:18]([S:21]([NH2:24])(=[O:23])=[O:22])=[CH:17][CH:16]=2)=O)=[O:10])[CH:6]=[CH:5][C:4]=1[C:25]1[CH:30]=[CH:29][CH:28]=[CH:27][CH:26]=1.CCN(CC)CC.CC[N+](S(N=C(OC)[O-])(=O)=O)(CC)CC. Given the product [F:1][C:2]([F:32])([F:31])[C:3]1[CH:8]=[C:7]([C:9]2[O:10][C:13]([C:15]3[CH:16]=[CH:17][C:18]([S:21]([NH2:24])(=[O:23])=[O:22])=[CH:19][CH:20]=3)=[N:12][N:11]=2)[CH:6]=[CH:5][C:4]=1[C:25]1[CH:26]=[CH:27][CH:28]=[CH:29][CH:30]=1, predict the reactants needed to synthesize it.